Task: Predict the reactants needed to synthesize the given product.. Dataset: Full USPTO retrosynthesis dataset with 1.9M reactions from patents (1976-2016) Given the product [C:1]([C:4]1[CH:9]=[CH:8][C:7]([C:28]2[S:29][C:22]3[C:23](=[N:24][CH:25]=[CH:26][C:21]=3[O:20][C:19]3[CH:18]=[CH:17][C:16]([N:31]([C:40]4[CH:41]=[CH:42][C:43]([F:46])=[CH:44][CH:45]=4)[C:32]([C:34]4([C:37]([NH2:39])=[O:38])[CH2:36][CH2:35]4)=[O:33])=[CH:15][C:14]=3[F:13])[CH:27]=2)=[CH:6][CH:5]=1)(=[O:3])[NH2:2], predict the reactants needed to synthesize it. The reactants are: [C:1]([C:4]1[CH:9]=[CH:8][C:7](B(O)O)=[CH:6][CH:5]=1)(=[O:3])[NH2:2].[F:13][C:14]1[CH:15]=[C:16]([N:31]([C:40]2[CH:45]=[CH:44][C:43]([F:46])=[CH:42][CH:41]=2)[C:32]([C:34]2([C:37]([NH2:39])=[O:38])[CH2:36][CH2:35]2)=[O:33])[CH:17]=[CH:18][C:19]=1[O:20][C:21]1[CH:26]=[CH:25][N:24]=[C:23]2[CH:27]=[C:28](I)[S:29][C:22]=12.C([O-])([O-])=O.[Cs+].[Cs+].C1(C)C=CC=CC=1.